Dataset: Forward reaction prediction with 1.9M reactions from USPTO patents (1976-2016). Task: Predict the product of the given reaction. (1) Given the reactants [CH:1]1([C:4]2[O:8][N:7]=[C:6]([C:9]3[CH:14]=[CH:13][CH:12]=[CH:11][C:10]=3[O:15][C:16]([F:19])([F:18])[F:17])[C:5]=2[CH2:20][O:21][CH:22]2[CH2:28][CH:27]3[N:29]([C:30]4[S:31][C:32]5[CH:38]=[C:37](C(OCC)=O)[CH:36]=[CH:35][C:33]=5[N:34]=4)[CH:24]([CH2:25][CH2:26]3)[CH2:23]2)[CH2:3][CH2:2]1.C[Mg]Cl.[CH3:47]O.[CH2:49]1[CH2:53][O:52]CC1, predict the reaction product. The product is: [CH:1]1([C:4]2[O:8][N:7]=[C:6]([C:9]3[CH:14]=[CH:13][CH:12]=[CH:11][C:10]=3[O:15][C:16]([F:19])([F:17])[F:18])[C:5]=2[CH2:20][O:21][CH:22]2[CH2:28][CH:27]3[N:29]([C:30]4[S:31][C:32]5[CH:38]=[C:37]([C:53]([OH:52])([CH3:49])[CH3:47])[CH:36]=[CH:35][C:33]=5[N:34]=4)[CH:24]([CH2:25][CH2:26]3)[CH2:23]2)[CH2:3][CH2:2]1. (2) Given the reactants [Si]([O:8][CH2:9][CH:10]([C:23]1[CH:28]=[CH:27][CH:26]=[CH:25][CH:24]=1)[CH2:11][N:12]1C(=O)C2C(=CC=CC=2)C1=O)(C(C)(C)C)(C)C.O.NN.Cl.C([O-])(O)=O.[Na+], predict the reaction product. The product is: [NH2:12][CH2:11][CH:10]([C:23]1[CH:28]=[CH:27][CH:26]=[CH:25][CH:24]=1)[CH2:9][OH:8].